From a dataset of Catalyst prediction with 721,799 reactions and 888 catalyst types from USPTO. Predict which catalyst facilitates the given reaction. (1) Reactant: [Br:1][C:2]1[C:10]([CH3:11])=[CH:9][CH:8]=[CH:7][C:3]=1[C:4]([OH:6])=O.[NH:12]1[CH2:16][CH2:15][CH2:14][CH2:13]1. Product: [Br:1][C:2]1[C:10]([CH3:11])=[CH:9][CH:8]=[CH:7][C:3]=1[C:4]([N:12]1[CH2:16][CH2:15][CH2:14][CH2:13]1)=[O:6]. The catalyst class is: 1. (2) Reactant: [CH2:1]([C@@:5]1([CH2:28][CH3:29])[NH:11][C@H:10]([C:12]2[CH:17]=[CH:16][CH:15]=[CH:14][CH:13]=2)[C:9]2[CH:18]=[C:19]([N:23]([CH3:25])[CH3:24])[C:20]([OH:22])=[CH:21][C:8]=2[S:7](=[O:27])(=[O:26])[CH2:6]1)[CH2:2][CH2:3][CH3:4].N1C=CC=CC=1.[S:36](O[S:36]([C:39]([F:42])([F:41])[F:40])(=[O:38])=[O:37])([C:39]([F:42])([F:41])[F:40])(=[O:38])=[O:37]. Product: [F:40][C:39]([F:42])([F:41])[S:36]([O:22][C:20]1[C:19]([N:23]([CH3:25])[CH3:24])=[CH:18][C:9]2[C@@H:10]([C:12]3[CH:13]=[CH:14][CH:15]=[CH:16][CH:17]=3)[NH:11][C@@:5]([CH2:1][CH2:2][CH2:3][CH3:4])([CH2:28][CH3:29])[CH2:6][S:7](=[O:26])(=[O:27])[C:8]=2[CH:21]=1)(=[O:38])=[O:37]. The catalyst class is: 2.